This data is from Peptide-MHC class II binding affinity with 134,281 pairs from IEDB. The task is: Regression. Given a peptide amino acid sequence and an MHC pseudo amino acid sequence, predict their binding affinity value. This is MHC class II binding data. The peptide sequence is PYVSKNPRQAYANYR. The MHC is HLA-DQA10401-DQB10402 with pseudo-sequence HLA-DQA10401-DQB10402. The binding affinity (normalized) is 0.